From a dataset of Reaction yield outcomes from USPTO patents with 853,638 reactions. Predict the reaction yield, written as a fraction of the theoretical maximum amount of product (1.0 means a 100% yield; for example, 0.34 means a 34% yield). The reactants are [OH:1][CH:2]1[CH2:7][CH2:6][CH:5]([O:8][C:9]2[CH:14]=[CH:13][C:12]([N:15]3[C:20](=[O:21])[C:19]([CH2:22][C:23]4[CH:28]=[CH:27][C:26]([C:29]5[CH:34]=[CH:33][CH:32]=[CH:31][C:30]=5[C:35]5[NH:39][C:38](=[O:40])[O:37][N:36]=5)=[CH:25][CH:24]=4)=[C:18]([CH2:41][CH2:42][CH3:43])[N:17]=[C:16]3[CH3:44])=[CH:11][CH:10]=2)[CH2:4][CH:3]1[CH3:45].CC(OI1(OC(C)=O)(OC(C)=O)OC(=O)C2C1=CC=CC=2)=O.C(OCC)(=O)C.S([O-])([O-])(=O)=S.[Na+].[Na+]. The catalyst is C(Cl)Cl.O. The product is [CH3:44][C:16]1[N:15]([C:12]2[CH:13]=[CH:14][C:9]([O:8][CH:5]3[CH2:6][CH2:7][C:2](=[O:1])[CH:3]([CH3:45])[CH2:4]3)=[CH:10][CH:11]=2)[C:20](=[O:21])[C:19]([CH2:22][C:23]2[CH:28]=[CH:27][C:26]([C:29]3[CH:34]=[CH:33][CH:32]=[CH:31][C:30]=3[C:35]3[NH:39][C:38](=[O:40])[O:37][N:36]=3)=[CH:25][CH:24]=2)=[C:18]([CH2:41][CH2:42][CH3:43])[N:17]=1. The yield is 0.770.